From a dataset of Peptide-MHC class II binding affinity with 134,281 pairs from IEDB. Regression. Given a peptide amino acid sequence and an MHC pseudo amino acid sequence, predict their binding affinity value. This is MHC class II binding data. (1) The peptide sequence is KHIVWASRELERFAV. The MHC is DRB3_0202 with pseudo-sequence DRB3_0202. The binding affinity (normalized) is 0.0266. (2) The peptide sequence is SSWIELDEIGEDVAP. The MHC is DRB1_1302 with pseudo-sequence DRB1_1302. The binding affinity (normalized) is 0.137. (3) The peptide sequence is GELQIVVKIDAAFKI. The MHC is DRB1_1101 with pseudo-sequence DRB1_1101. The binding affinity (normalized) is 0.670. (4) The MHC is HLA-DPA10301-DPB10402 with pseudo-sequence HLA-DPA10301-DPB10402. The peptide sequence is KGSNDHYLALLVKYA. The binding affinity (normalized) is 0.461. (5) The peptide sequence is KQQVIAELYEKFFRI. The MHC is DRB1_0404 with pseudo-sequence DRB1_0404. The binding affinity (normalized) is 0.410. (6) The peptide sequence is ELADINWLNLNEMFP. The MHC is DRB1_0101 with pseudo-sequence DRB1_0101. The binding affinity (normalized) is 0.309. (7) The peptide sequence is FFLFNILTGKKITAH. The MHC is H-2-IEd with pseudo-sequence H-2-IEd. The binding affinity (normalized) is 0.362.